This data is from Full USPTO retrosynthesis dataset with 1.9M reactions from patents (1976-2016). The task is: Predict the reactants needed to synthesize the given product. Given the product [OH:20]/[N:19]=[C:1](/[C:4]1[CH:9]=[CH:8][C:7]([C:10]2[N:14]([CH3:15])[C:13]([C:16]#[N:17])=[CH:12][CH:11]=2)=[CH:6][CH:5]=1)\[CH3:2], predict the reactants needed to synthesize it. The reactants are: [C:1]([C:4]1[CH:9]=[CH:8][C:7]([C:10]2[N:14]([CH3:15])[C:13]([C:16]#[N:17])=[CH:12][CH:11]=2)=[CH:6][CH:5]=1)(=O)[CH3:2].Cl.[NH2:19][OH:20].